Dataset: Catalyst prediction with 721,799 reactions and 888 catalyst types from USPTO. Task: Predict which catalyst facilitates the given reaction. (1) Reactant: [NH2:1][CH2:2][C:3]1[CH:7]=[CH:6][S:5][C:4]=1[C:8]([O:10]C)=O.Cl. Product: [S:5]1[C:4]2[C:8](=[O:10])[NH:1][CH2:2][C:3]=2[CH:7]=[CH:6]1. The catalyst class is: 1. (2) Reactant: C([N:8]1[CH2:13][CH2:12][C:11]2([C:17]3[CH:18]=[CH:19][C:20]([Cl:22])=[CH:21][C:16]=3[CH2:15][O:14]2)[CH2:10][CH2:9]1)C1C=CC=CC=1.ClC(OCCCl)=O. Product: [Cl:22][C:20]1[CH:19]=[CH:18][C:17]2[C:11]3([O:14][CH2:15][C:16]=2[CH:21]=1)[CH2:10][CH2:9][NH:8][CH2:13][CH2:12]3. The catalyst class is: 4. (3) Reactant: C([O:5][NH:6][C:7]([C:9]1[CH:14]=[N:13][C:12]([NH:15][C:16](=[O:35])[C@@H:17]([C:24]2[CH:29]=[CH:28][C:27]([S:30]([CH3:33])(=[O:32])=[O:31])=[C:26]([Cl:34])[CH:25]=2)[CH2:18][CH:19]2[CH2:23][CH2:22][CH2:21][CH2:20]2)=[CH:11][N:10]=1)=[O:8])(C)(C)C.[F:36][C:37]([F:42])([F:41])[C:38]([OH:40])=[O:39]. Product: [F:36][C:37]([F:42])([F:41])[C:38]([OH:40])=[O:39].[OH2:5].[F:36][C:37]([F:42])([F:41])[C:38]([OH:40])=[O:39].[OH:5][NH:6][C:7]([C:9]1[CH:14]=[N:13][C:12]([NH:15][C:16](=[O:35])[C@@H:17]([C:24]2[CH:29]=[CH:28][C:27]([S:30]([CH3:33])(=[O:31])=[O:32])=[C:26]([Cl:34])[CH:25]=2)[CH2:18][CH:19]2[CH2:23][CH2:22][CH2:21][CH2:20]2)=[CH:11][N:10]=1)=[O:8]. The catalyst class is: 2. (4) Reactant: [NH4+:1].[OH-:2].[C:3]([O:7][C:8]([NH:10][C@H:11](C(O)=O)[CH2:12][CH2:13][C:14]1C=CC=CC=1)=[O:9])([CH3:6])([CH3:5])[CH3:4].C(Cl)CCl.[CH:27]1[CH:28]=[CH:29][C:30]2N(O)N=N[C:31]=2[CH:32]=1. Product: [C:3]([O:7][C:8]([NH:10][C:11](=[O:2])[C@H:12]([CH2:13][CH2:14][C:31]1[CH:30]=[CH:29][CH:28]=[CH:27][CH:32]=1)[NH2:1])=[O:9])([CH3:6])([CH3:5])[CH3:4]. The catalyst class is: 85. (5) Reactant: O[C:2]1[CH:11]=[C:10]2[C:5]([CH:6](CCCCCCCCCSCCCC(F)(F)C(F)(F)F)[CH:7](C3C=CC(O)=CC=3)[CH2:8][O:9]2)=[CH:4][CH:3]=1.O. Product: [O:9]1[C:10]2[C:5](=[CH:4][CH:3]=[CH:2][CH:11]=2)[CH2:6][CH2:7][CH2:8]1. The catalyst class is: 1. (6) Reactant: CC(O[C:6]([N:8](C)[CH2:9][CH2:10][C:11](O)=[O:12])=O)(C)C.C(N1CCOCC1)C.C1C=CC2N(O)N=NC=2C=1.C(Cl)CCl.Cl.[CH3:38][CH:39]([O:41][C:42]1[CH:49]=[CH:48][C:47]([C:50]2[O:54][N:53]=[C:52]([C:55]3[CH:65]=[CH:64][C:58]4[CH2:59][CH2:60][NH:61][CH2:62][CH2:63][C:57]=4[CH:56]=3)[N:51]=2)=[CH:46][C:43]=1[C:44]#[N:45])[CH3:40].FC(F)(F)C(O)=O. Product: [CH3:6][NH:8][CH2:9][CH2:10][C:11]([N:61]1[CH2:60][CH2:59][C:58]2[CH:64]=[CH:65][C:55]([C:52]3[N:51]=[C:50]([C:47]4[CH:48]=[CH:49][C:42]([O:41][CH:39]([CH3:38])[CH3:40])=[C:43]([CH:46]=4)[C:44]#[N:45])[O:54][N:53]=3)=[CH:56][C:57]=2[CH2:63][CH2:62]1)=[O:12]. The catalyst class is: 3. (7) Reactant: [Cl:1][C:2]1[C:11]2[C:6](=[CH:7][C:8]([Cl:12])=[CH:9][CH:10]=2)[N:5]([CH2:13][CH:14]=O)[C:4](=[O:16])[CH:3]=1.[C:17]([O:21][C:22](=[O:41])[N:23]([CH2:30][C:31]1[CH:40]=[CH:39][C:34]2[O:35][CH2:36][CH2:37][O:38][C:33]=2[CH:32]=1)[CH:24]1[CH2:29][CH2:28][NH:27][CH2:26][CH2:25]1)([CH3:20])([CH3:19])[CH3:18].C(O[BH-](OC(=O)C)OC(=O)C)(=O)C.[Na+].C(=O)([O-])O.[Na+]. Product: [C:17]([O:21][C:22](=[O:41])[N:23]([CH2:30][C:31]1[CH:40]=[CH:39][C:34]2[O:35][CH2:36][CH2:37][O:38][C:33]=2[CH:32]=1)[CH:24]1[CH2:29][CH2:28][N:27]([CH2:14][CH2:13][N:5]2[C:6]3[C:11](=[CH:10][CH:9]=[C:8]([Cl:12])[CH:7]=3)[C:2]([Cl:1])=[CH:3][C:4]2=[O:16])[CH2:26][CH2:25]1)([CH3:20])([CH3:18])[CH3:19]. The catalyst class is: 671. (8) Reactant: Cl.Cl.[NH:3]1[CH2:6][CH:5]([C:7]2[C:8]([O:28][CH2:29][CH3:30])=[C:9]([CH:15]([N:17]3[C:21]4=[N:22][CH:23]=[N:24][C:25]([NH2:26])=[C:20]4[C:19]([CH3:27])=[N:18]3)[CH3:16])[CH:10]=[C:11]([Cl:14])[C:12]=2[F:13])[CH2:4]1.C(N(CC)CC)C.FC(F)(F)S(O[CH2:44][C:45]([F:48])([F:47])[F:46])(=O)=O. Product: [Cl:14][C:11]1[C:12]([F:13])=[C:7]([CH:5]2[CH2:4][N:3]([CH2:44][C:45]([F:48])([F:47])[F:46])[CH2:6]2)[C:8]([O:28][CH2:29][CH3:30])=[C:9]([CH:15]([N:17]2[C:21]3=[N:22][CH:23]=[N:24][C:25]([NH2:26])=[C:20]3[C:19]([CH3:27])=[N:18]2)[CH3:16])[CH:10]=1. The catalyst class is: 4. (9) Reactant: [CH:1]1([C:5]2[N:6]([CH2:25][C:26]3[CH:31]=[CH:30][C:29]([O:32][CH3:33])=[CH:28][CH:27]=3)[N:7]=[C:8]3[C:13]=2[C:12]([O:14]C)=[CH:11][CH:10]=[N+:9]3[CH2:16][C:17]2[CH:22]=[CH:21][C:20]([O:23][CH3:24])=[CH:19][CH:18]=2)[CH2:4][CH2:3][CH2:2]1.Br[Mg][CH2:36][C:37]1[CH:46]=[CH:45][C:44]2[C:39](=[CH:40][CH:41]=[CH:42][CH:43]=2)[CH:38]=1. Product: [CH:1]1([C:5]2[N:6]([CH2:25][C:26]3[CH:31]=[CH:30][C:29]([O:32][CH3:33])=[CH:28][CH:27]=3)[N:7]=[C:8]3[C:13]=2[C:12](=[O:14])[CH2:11][CH:10]([CH2:36][C:37]2[CH:46]=[CH:45][C:44]4[C:39](=[CH:40][CH:41]=[CH:42][CH:43]=4)[CH:38]=2)[N:9]3[CH2:16][C:17]2[CH:22]=[CH:21][C:20]([O:23][CH3:24])=[CH:19][CH:18]=2)[CH2:4][CH2:3][CH2:2]1. The catalyst class is: 56.